Dataset: Full USPTO retrosynthesis dataset with 1.9M reactions from patents (1976-2016). Task: Predict the reactants needed to synthesize the given product. (1) Given the product [Br:24][C:25]1[CH:33]=[CH:32][C:31]([O:34][CH3:35])=[CH:30][C:26]=1[C:27]([NH:1][C:2]1[CH:3]=[CH:4][C:5]2[N:9]=[CH:8][N:7]([CH:10]([C:17]3[CH:18]=[CH:19][CH:20]=[CH:21][CH:22]=3)[CH2:11][C:12]([OH:14])=[O:13])[C:6]=2[CH:23]=1)=[O:28], predict the reactants needed to synthesize it. The reactants are: [NH2:1][C:2]1[CH:3]=[CH:4][C:5]2[N:9]=[CH:8][N:7]([CH:10]([C:17]3[CH:22]=[CH:21][CH:20]=[CH:19][CH:18]=3)[CH2:11][C:12]([O:14]CC)=[O:13])[C:6]=2[CH:23]=1.[Br:24][C:25]1[CH:33]=[CH:32][C:31]([O:34][CH3:35])=[CH:30][C:26]=1[C:27](O)=[O:28]. (2) Given the product [CH3:1][N:2]([CH2:3][C:4]1([C:10]2[CH:15]=[CH:14][C:13]([O:16][CH2:17][CH2:18][CH2:19][N:20]3[CH2:24][CH2:23][CH2:22][CH2:21]3)=[CH:12][CH:11]=2)[CH2:9][CH2:8][O:7][CH2:6][CH2:5]1)[C:32](=[O:34])[CH3:33], predict the reactants needed to synthesize it. The reactants are: [CH3:1][NH:2][CH2:3][C:4]1([C:10]2[CH:15]=[CH:14][C:13]([O:16][CH2:17][CH2:18][CH2:19][N:20]3[CH2:24][CH2:23][CH2:22][CH2:21]3)=[CH:12][CH:11]=2)[CH2:9][CH2:8][O:7][CH2:6][CH2:5]1.C(N(CC)CC)C.[C:32](Cl)(=[O:34])[CH3:33]. (3) Given the product [CH2:1]([O:3][C:4]([C:6]1[S:10][C:9]([CH3:11])=[N:8][C:7]=1[NH:30][CH2:23][C:24]1[CH:29]=[CH:28][CH:27]=[CH:26][CH:25]=1)=[O:5])[CH3:2], predict the reactants needed to synthesize it. The reactants are: [CH2:1]([O:3][C:4]([C:6]1[S:10][C:9]([CH3:11])=[N:8][C:7]=1OS(C1C=CC(C)=CC=1)(=O)=O)=[O:5])[CH3:2].[CH2:23]([NH2:30])[C:24]1[CH:29]=[CH:28][CH:27]=[CH:26][CH:25]=1. (4) Given the product [CH2:57]([O:56][C:53](=[O:55])[CH2:54][C@@H:46]([C:33]1[CH:34]=[N:26][CH:30]=[CH:31][CH:32]=1)[NH:47][C:16](=[O:18])[CH2:15][CH2:14][CH2:13][CH2:12][C:3]1[CH:4]=[CH:5][C:6]2[CH2:7][CH2:8][CH2:9][NH:10][C:11]=2[N:2]=1)[CH3:58], predict the reactants needed to synthesize it. The reactants are: Cl.[N:2]1[C:11]2[NH:10][CH2:9][CH2:8][CH2:7][C:6]=2[CH:5]=[CH:4][C:3]=1[CH2:12][CH2:13][CH2:14][CH2:15][C:16]([OH:18])=O.F[P-](F)(F)(F)(F)F.[N:26]1(O[P+](N(C)C)(N(C)C)N(C)C)[C:30]2[CH:31]=[CH:32][CH:33]=[CH:34]C=2N=N1.[CH3:46][N:47]1CCOCC1.[C:53]([O:56][CH2:57][CH3:58])(=[O:55])[CH3:54]. (5) Given the product [CH3:1][O:2][C:3]([C:5]1[C:6]([OH:24])=[C:7]2[C:12](=[CH:13][N:14]=1)[N:11]([CH2:15][C:16]1[CH:21]=[CH:20][CH:19]=[CH:18][CH:17]=1)[C:10](=[O:22])[C:9]([C:31]1[CH:30]=[CH:29][CH:28]=[C:27]([O:26][CH3:25])[CH:32]=1)=[CH:8]2)=[O:4], predict the reactants needed to synthesize it. The reactants are: [CH3:1][O:2][C:3]([C:5]1[C:6]([OH:24])=[C:7]2[C:12](=[CH:13][N:14]=1)[N:11]([CH2:15][C:16]1[CH:21]=[CH:20][CH:19]=[CH:18][CH:17]=1)[C:10](=[O:22])[C:9](Br)=[CH:8]2)=[O:4].[CH3:25][O:26][C:27]1[CH:28]=[C:29](B(O)O)[CH:30]=[CH:31][CH:32]=1.[O-]P([O-])([O-])=O.[K+].[K+].[K+].O.Cl. (6) Given the product [Si:7]([O:6][CH:17]1[C:21]([CH3:23])([CH3:22])[CH2:20][NH:19][C:18]1=[O:24])([C:10]([CH3:13])([CH3:12])[CH3:11])([CH3:9])[CH3:8], predict the reactants needed to synthesize it. The reactants are: FC(F)(F)S([O:6][Si:7]([C:10]([CH3:13])([CH3:12])[CH3:11])([CH3:9])[CH3:8])(=O)=O.O[CH:17]1[C:21]([CH3:23])([CH3:22])[CH2:20][NH:19][C:18]1=[O:24].C(N(CC)CC)C.N12CCCN=C1CCCCC2. (7) Given the product [C:1]([NH:4][C:5]1[S:6][C:7]2[C:18]([O:19][CH3:20])=[CH:17][CH:16]=[CH:15][C:8]=2[C:9]=1[C:10]([O:12][CH2:13][CH3:14])=[O:11])(=[O:3])[CH3:2], predict the reactants needed to synthesize it. The reactants are: [C:1]([NH:4][C:5]1[S:6][C:7]2[C:18]([OH:19])=[CH:17][CH:16]=[CH:15][C:8]=2[C:9]=1[C:10]([O:12][CH2:13][CH3:14])=[O:11])(=[O:3])[CH3:2].[C:20](=O)([O-])[O-].[K+].[K+].CI. (8) Given the product [F:3][C:4]1[CH:5]=[C:6]([N:11]2[CH2:15][CH2:14][CH2:13][CH:12]2[C:16]2[CH:17]=[C:18]([C:33]([OH:35])=[O:34])[CH:19]=[C:20]3[C:25]=2[O:24][C:23]([N:26]2[CH2:27][CH2:28][O:29][CH2:30][CH2:31]2)=[CH:22][C:21]3=[O:32])[CH:7]=[C:8]([F:10])[CH:9]=1, predict the reactants needed to synthesize it. The reactants are: [OH-].[Na+].[F:3][C:4]1[CH:5]=[C:6]([N:11]2[CH2:15][CH2:14][CH2:13][CH:12]2[C:16]2[CH:17]=[C:18]([C:33]([O:35]C)=[O:34])[CH:19]=[C:20]3[C:25]=2[O:24][C:23]([N:26]2[CH2:31][CH2:30][O:29][CH2:28][CH2:27]2)=[CH:22][C:21]3=[O:32])[CH:7]=[C:8]([F:10])[CH:9]=1.Cl. (9) Given the product [C:1]([NH:4][C:5]1[CH:10]=[C:9]([C:11]2[O:15][C:14]([Br:16])=[C:13]([C:17]([NH2:29])=[O:18])[CH:12]=2)[C:8]([CH3:20])=[CH:7][N:6]=1)(=[O:3])[CH3:2], predict the reactants needed to synthesize it. The reactants are: [C:1]([NH:4][C:5]1[CH:10]=[C:9]([C:11]2[O:15][C:14]([Br:16])=[C:13]([C:17](O)=[O:18])[CH:12]=2)[C:8]([CH3:20])=[CH:7][N:6]=1)(=[O:3])[CH3:2].C(Cl)(=O)OCC(C)C.[NH3:29]. (10) Given the product [NH:47]1[CH:46]=[C:45]([C:41]2[CH:40]=[C:39]([CH2:38][NH:37][C:29]3[CH:30]=[C:31]4[C:26]([O:25][C:24]5[C:23]([C:18]6[NH:19][C:20](=[O:22])[CH:21]=[C:16]([N:13]7[CH2:14][CH2:15][O:10][CH2:11][CH2:12]7)[CH:17]=6)=[CH:36][CH:35]=[CH:34][C:33]=5[CH2:32]4)=[CH:27][CH:28]=3)[CH:44]=[N:43][CH:42]=2)[CH:49]=[N:48]1, predict the reactants needed to synthesize it. The reactants are: Cl.O1CCOCC1.CO.[O:10]1[CH2:15][CH2:14][N:13]([C:16]2[CH:17]=[C:18]([C:23]3[CH:36]=[CH:35][CH:34]=[C:33]4[C:24]=3[O:25][C:26]3[CH:27]=[CH:28][C:29]([NH:37][CH2:38][C:39]5[CH:40]=[C:41]([C:45]6[CH:46]=[N:47][N:48](C(OC(C)(C)C)=O)[CH:49]=6)[CH:42]=[N:43][CH:44]=5)=[CH:30][C:31]=3[CH2:32]4)[NH:19][C:20](=[O:22])[CH:21]=2)[CH2:12][CH2:11]1.